This data is from NCI-60 drug combinations with 297,098 pairs across 59 cell lines. The task is: Regression. Given two drug SMILES strings and cell line genomic features, predict the synergy score measuring deviation from expected non-interaction effect. Drug 1: CC1OCC2C(O1)C(C(C(O2)OC3C4COC(=O)C4C(C5=CC6=C(C=C35)OCO6)C7=CC(=C(C(=C7)OC)O)OC)O)O. Drug 2: C1CC(CCC1OC2=C(C(=CC=C2)Cl)F)(CC3=NC(=CC=C3)NC4=NC=CS4)C(=O)O. Cell line: NCI-H460. Synergy scores: CSS=48.7, Synergy_ZIP=-8.13, Synergy_Bliss=-9.90, Synergy_Loewe=-5.29, Synergy_HSA=-1.87.